Dataset: Catalyst prediction with 721,799 reactions and 888 catalyst types from USPTO. Task: Predict which catalyst facilitates the given reaction. (1) Reactant: OC([C@H:5]1[N:10]([C:11]([O:13][CH2:14][C:15]2[CH:20]=CC=CC=2)=[O:12])[CH2:9][C@H:8]([C:21]([O:23]CC)=[O:22])[CH2:7][CH2:6]1)C=C.O[Li].O. Product: [O:12]=[C:11]1[N:10]2[CH2:9][C@H:8]([C:21]([OH:23])=[O:22])[CH2:7][CH2:6][C@H:5]2[CH:14]([CH:15]=[CH2:20])[O:13]1. The catalyst class is: 1. (2) Reactant: CC1(C)C(C)(C)OB([C:9]2[CH:21]=[C:20]3[C:12]([C:13]4[CH:14]=[CH:15][CH:16]=[CH:17][C:18]=4[C:19]3([CH3:23])[CH3:22])=[CH:11][CH:10]=2)O1.Br[C:26]1[CH:31]=[C:30]([O:32][CH3:33])[CH:29]=[CH:28][C:27]=1[C:34]1[CH:39]=[CH:38][CH:37]=[CH:36][CH:35]=1.C([O-])([O-])=O.[Na+].[Na+].CCO. Product: [CH3:33][O:32][C:30]1[CH:29]=[CH:28][C:27]([C:34]2[CH:39]=[CH:38][CH:37]=[CH:36][CH:35]=2)=[C:26]([C:15]2[CH:16]=[CH:17][C:18]3[C:19]([CH3:23])([CH3:22])[C:20]4[C:12]([C:13]=3[CH:14]=2)=[CH:11][CH:10]=[CH:9][CH:21]=4)[CH:31]=1. The catalyst class is: 206. (3) Reactant: FC(F)(F)C(O)=O.[NH2:8][C:9]1[CH:14]=[CH:13][N:12]([C@@H:15]2[O:19][C@H:18]([CH2:20][O:21][P:22]([OH:25])([OH:24])=[O:23])[C@@H:17]([O:26][P:27]([O:30][CH2:31][C@@H:32]3[C@@H:36]([O:37][C:38](=[O:62])[C@@H:39]([NH:54]C(OC(C)(C)C)=O)[CH2:40][CH2:41][C@@H:42]4[S:46][CH2:45][N:44](C(OC(C)(C)C)=O)[CH2:43]4)[C@@H:35]([OH:63])[C@H:34]([N:64]4[CH:72]=[N:71][C:70]5[C:65]4=[N:66][CH:67]=[N:68][C:69]=5[NH2:73])[O:33]3)([OH:29])=[O:28])[CH2:16]2)[C:11](=[O:74])[N:10]=1. Product: [NH2:54][C@H:39]([CH2:40][CH2:41][C@@H:42]1[S:46][CH2:45][NH:44][CH2:43]1)[C:38]([O:37][C@H:36]1[C@@H:35]([OH:63])[C@H:34]([N:64]2[CH:72]=[N:71][C:70]3[C:65]2=[N:66][CH:67]=[N:68][C:69]=3[NH2:73])[O:33][C@H:32]1[CH2:31][O:30][P:27]([O:26][C@H:17]1[CH2:16][C@H:15]([N:12]2[CH:13]=[CH:14][C:9]([NH2:8])=[N:10][C:11]2=[O:74])[O:19][C@@H:18]1[CH2:20][O:21][P:22]([OH:24])([OH:25])=[O:23])([OH:29])=[O:28])=[O:62]. The catalyst class is: 4. (4) Reactant: [CH3:1][N:2]1[C:10]2[N:9]=[CH:8][N:7]([CH3:11])[C:6]=2[C:5](=[O:12])[N:4]([C:13]2[CH:27]=[CH:26][C:16]([CH2:17][C@@H:18]([C:20]([O:22][CH:23]([CH3:25])[CH3:24])=[O:21])[NH2:19])=[CH:15][CH:14]=2)[C:3]1=[O:28].[F:29][C:30]1[CH:38]=[C:37]([NH:39][S:40]([C:43]2[CH:48]=[CH:47][C:46]([N:49]3[CH:53]=[CH:52][CH:51]=[CH:50]3)=[CH:45][CH:44]=2)(=[O:42])=[O:41])[CH:36]=[C:35]([F:54])[C:31]=1[C:32](O)=[O:33].CN(C(ON1N=NC2C=CC=NC1=2)=[N+](C)C)C.F[P-](F)(F)(F)(F)F.C1C=NC2N(O)N=NC=2C=1.C(N(CC)CC)C. Product: [F:29][C:30]1[CH:38]=[C:37]([NH:39][S:40]([C:43]2[CH:44]=[CH:45][C:46]([N:49]3[CH:53]=[CH:52][CH:51]=[CH:50]3)=[CH:47][CH:48]=2)(=[O:42])=[O:41])[CH:36]=[C:35]([F:54])[C:31]=1[C:32]([NH:19][C@H:18]([C:20]([O:22][CH:23]([CH3:25])[CH3:24])=[O:21])[CH2:17][C:16]1[CH:15]=[CH:14][C:13]([N:4]2[C:5](=[O:12])[C:6]3[N:7]([CH3:11])[CH:8]=[N:9][C:10]=3[N:2]([CH3:1])[C:3]2=[O:28])=[CH:27][CH:26]=1)=[O:33]. The catalyst class is: 2. (5) Reactant: [Cl:1][C:2]1[N:7]=[CH:6][C:5]([O:8][CH3:9])=[C:4]([Cl:10])[N:3]=1.[CH:11]([Mg]Br)=[CH2:12].ClC1C(=O)C(C#N)=C(C#N)C(=O)C=1Cl. Product: [Cl:1][C:2]1[N:7]=[C:6]([CH:11]=[CH2:12])[C:5]([O:8][CH3:9])=[C:4]([Cl:10])[N:3]=1. The catalyst class is: 7. (6) Reactant: [H-].[Na+].C([O:7][C:8](=[O:24])[NH:9][C@@H:10]([C:20](O)([CH3:22])[CH3:21])[CH2:11][O:12][Si:13]([C:16]([CH3:19])([CH3:18])[CH3:17])([CH3:15])[CH3:14])(C)(C)C.[NH4+].[Cl-]. Product: [Si:13]([O:12][CH2:11][C@@H:10]1[C:20]([CH3:21])([CH3:22])[O:24][C:8](=[O:7])[NH:9]1)([C:16]([CH3:17])([CH3:18])[CH3:19])([CH3:14])[CH3:15]. The catalyst class is: 7. (7) Reactant: C([O:8][NH:9][C:10](=[O:31])[CH2:11][C@H:12]([C:22]1[O:23][C:24]([CH3:30])=[C:25]([C:27]([NH2:29])=[O:28])[N:26]=1)[CH2:13][CH2:14][CH2:15][CH:16]1[CH2:21][CH2:20][CH2:19][CH2:18][CH2:17]1)C1C=CC=CC=1.C([O-])=O.[NH4+]. Product: [NH3:9].[CH:16]1([CH2:15][CH2:14][CH2:13][C@@H:12]([C:22]2[O:23][C:24]([CH3:30])=[C:25]([C:27]([NH2:29])=[O:28])[N:26]=2)[CH2:11][C:10]([NH:9][OH:8])=[O:31])[CH2:17][CH2:18][CH2:19][CH2:20][CH2:21]1. The catalyst class is: 29. (8) The catalyst class is: 8. Reactant: Cl[C:2]1[C:3]2[C:10]([C:11]3[O:15][CH:14]=[N:13][CH:12]=3)=[CH:9][N:8]([CH:16]3[C:20]([CH3:22])([OH:21])[CH:19]([OH:23])[CH:18]([CH2:24][OH:25])[O:17]3)[C:4]=2[N:5]=[CH:6][N:7]=1.C[Si](C)(C)[O:28][NH2:29]. Product: [OH:28][NH:29][C:2]1[C:3]2[C:10]([C:11]3[O:15][CH:14]=[N:13][CH:12]=3)=[CH:9][N:8]([CH:16]3[C:20]([CH3:22])([OH:21])[CH:19]([OH:23])[CH:18]([CH2:24][OH:25])[O:17]3)[C:4]=2[N:5]=[CH:6][N:7]=1. (9) Reactant: [F:1][C:2]1[CH:30]=[CH:29][CH:28]=[CH:27][C:3]=1[CH2:4][N:5]1[C:9]2=[N:10][CH:11]=[CH:12][CH:13]=[C:8]2[C:7]([C:14]2[N:15]=[C:16](I)[C:17]3[C:22]([CH3:24])([CH3:23])[C:21](=[O:25])[NH:20][C:18]=3[N:19]=2)=[N:6]1.[CH3:31][CH:32]1[NH:37][CH2:36][CH2:35][NH:34][C:33]1=[O:38]. Product: [F:1][C:2]1[CH:30]=[CH:29][CH:28]=[CH:27][C:3]=1[CH2:4][N:5]1[C:9]2=[N:10][CH:11]=[CH:12][CH:13]=[C:8]2[C:7]([C:14]2[N:15]=[C:16]([N:37]3[CH2:36][CH2:35][NH:34][C:33](=[O:38])[CH:32]3[CH3:31])[C:17]3[C:22]([CH3:24])([CH3:23])[C:21](=[O:25])[NH:20][C:18]=3[N:19]=2)=[N:6]1. The catalyst class is: 60. (10) The catalyst class is: 59. Reactant: [CH2:1]([N:5]1[C:9]([CH2:10]O)=[C:8]([C:12]2[CH:17]=[CH:16][CH:15]=[CH:14][CH:13]=2)[NH:7][CH:6]1[I:18])[CH2:2][CH2:3][CH3:4].O=S(Cl)Cl.[CH2:23]([O:25][C:26]1[CH:27]=[C:28]([CH:31]=[CH:32][CH:33]=1)[CH2:29][NH2:30])[CH3:24].C([O-])([O-])=O.[K+].[K+]. Product: [CH2:1]([N:5]1[C:9]([CH2:10][NH:30][CH2:29][C:28]2[CH:31]=[CH:32][CH:33]=[C:26]([O:25][CH2:23][CH3:24])[CH:27]=2)=[C:8]([C:12]2[CH:17]=[CH:16][CH:15]=[CH:14][CH:13]=2)[NH:7][CH:6]1[I:18])[CH2:2][CH2:3][CH3:4].